This data is from Full USPTO retrosynthesis dataset with 1.9M reactions from patents (1976-2016). The task is: Predict the reactants needed to synthesize the given product. (1) Given the product [CH3:1][N:2]1[C:10]2[C:5](=[CH:6][CH:7]=[CH:8][CH:9]=2)[C:4]([Si:17]([CH2:22][CH3:23])([CH2:20][CH3:21])[CH2:18][CH3:19])=[CH:3]1, predict the reactants needed to synthesize it. The reactants are: [CH3:1][N:2]1[C:10]2[C:5](=[CH:6][CH:7]=[CH:8][CH:9]=2)[CH:4]=[CH:3]1.CC([O-])(C)C.[K+].[SiH:17]([CH2:22][CH3:23])([CH2:20][CH3:21])[CH2:18][CH3:19]. (2) Given the product [C:38]([CH2:37][CH2:36][C:10]1[C:11]([CH2:15][CH2:16][CH2:17][CH2:18][CH2:19][CH2:20][O:21][C:22]2[CH:27]=[C:26]([C:28]3[CH:32]=[CH:31][S:30][CH:29]=3)[CH:25]=[C:24]([O:33][CH2:34][CH3:35])[CH:23]=2)=[CH:12][CH:13]=[CH:14][C:9]=1[O:8][CH2:7][CH2:6][CH2:5][C:4]([OH:43])=[O:3])([OH:40])=[O:39], predict the reactants needed to synthesize it. The reactants are: C([O:3][C:4](=[O:43])[CH2:5][CH2:6][CH2:7][O:8][C:9]1[CH:14]=[CH:13][CH:12]=[C:11]([CH2:15][CH2:16][CH2:17][CH2:18][CH2:19][CH2:20][O:21][C:22]2[CH:27]=[C:26]([C:28]3[CH:32]=[CH:31][S:30][CH:29]=3)[CH:25]=[C:24]([O:33][CH2:34][CH3:35])[CH:23]=2)[C:10]=1[CH2:36][CH2:37][C:38]([O:40]CC)=[O:39])C.[OH-].[Na+]. (3) Given the product [CH2:1]([O:5][C:6]1[CH:10]=[C:9]([CH2:11][CH2:12][C:13]([NH:36][S:33]([CH2:28][CH2:29][CH2:30][CH2:31][CH3:32])(=[O:35])=[O:34])=[O:14])[N:8]([CH2:16][C:17]2[CH:22]=[CH:21][C:20]([C:23]([F:26])([F:25])[F:24])=[CH:19][C:18]=2[Cl:27])[N:7]=1)[CH2:2][CH2:3][CH3:4], predict the reactants needed to synthesize it. The reactants are: [CH2:1]([O:5][C:6]1[CH:10]=[C:9]([CH2:11][CH2:12][C:13](O)=[O:14])[N:8]([CH2:16][C:17]2[CH:22]=[CH:21][C:20]([C:23]([F:26])([F:25])[F:24])=[CH:19][C:18]=2[Cl:27])[N:7]=1)[CH2:2][CH2:3][CH3:4].[CH2:28]([S:33]([NH2:36])(=[O:35])=[O:34])[CH2:29][CH2:30][CH2:31][CH3:32].N12CCCN=C1CCCCC2. (4) Given the product [CH3:40][C:34]1[CH:39]=[CH:38][C:37]2[C:4]3[C:3]([CH:1]([NH2:2])[N:21]([CH3:20])[C:36]=2[CH:35]=1)=[CH:8][CH:7]=[CH:6][CH:5]=3, predict the reactants needed to synthesize it. The reactants are: [C:1]([C:3]1[CH:8]=[CH:7][CH:6]=[CH:5][C:4]=1B1OC(C)(C)C(C)(C)O1)#[N:2].BrC1C=C(C)C=C(C)[C:20]=1[NH2:21].C(=O)([O-])[O-].[K+].[K+].[C:34]1([CH3:40])[CH:39]=[CH:38][CH:37]=[CH:36][CH:35]=1.CO. (5) Given the product [CH3:26][N:23]1[CH2:24][CH2:25][C@H:21]([O:1][C:2]2[CH:3]=[C:4]([CH:9]=[C:10]([O:12][CH2:13][C:14]3[CH:19]=[CH:18][CH:17]=[CH:16][CH:15]=3)[CH:11]=2)[C:5]([O:7][CH3:8])=[O:6])[C:22]1=[O:27], predict the reactants needed to synthesize it. The reactants are: [OH:1][C:2]1[CH:3]=[C:4]([CH:9]=[C:10]([O:12][CH2:13][C:14]2[CH:19]=[CH:18][CH:17]=[CH:16][CH:15]=2)[CH:11]=1)[C:5]([O:7][CH3:8])=[O:6].Br[CH:21]1[CH2:25][CH2:24][N:23]([CH3:26])[C:22]1=[O:27].C(=O)([O-])[O-].[K+].[K+]. (6) Given the product [Cl:1][C:2]1[CH:3]=[C:4]([C:10]2[C:14]([C:15]([N:59]3[CH2:60][CH2:61][C:57]([C:53]4[CH:52]=[N:51][CH:56]=[CH:55][CH:54]=4)([OH:62])[CH2:58]3)=[O:17])=[CH:13][O:12][N:11]=2)[CH:5]=[CH:6][C:7]=1[O:8][CH3:9], predict the reactants needed to synthesize it. The reactants are: [Cl:1][C:2]1[CH:3]=[C:4]([C:10]2[C:14]([C:15]([OH:17])=O)=[CH:13][O:12][N:11]=2)[CH:5]=[CH:6][C:7]=1[O:8][CH3:9].C(N(C(C)C)C(C)C)C.CN(C(ON1N=NC2C=CC=CC1=2)=[N+](C)C)C.[B-](F)(F)(F)F.Cl.Cl.[N:51]1[CH:56]=[CH:55][CH:54]=[C:53]([C:57]2([OH:62])[CH2:61][CH2:60][NH:59][CH2:58]2)[CH:52]=1. (7) Given the product [NH2:1][C:4]1[CH:14]=[CH:13][C:7]([C:8]([N:10]([CH3:12])[CH3:11])=[O:9])=[CH:6][N:5]=1, predict the reactants needed to synthesize it. The reactants are: [N:1]([C:4]1[CH:14]=[CH:13][C:7]([C:8]([N:10]([CH3:12])[CH3:11])=[O:9])=[CH:6][N:5]=1)=[N+]=[N-].C(OCC)(=O)C. (8) Given the product [CH2:15]([N:14]1[C:4](=[O:3])[C:6]2[S:7][C:8]([C:22]([OH:24])=[O:23])=[CH:9][C:10]=2[NH:11][C:12]1=[O:13])[C:16]1[CH:21]=[CH:20][CH:19]=[CH:18][CH:17]=1, predict the reactants needed to synthesize it. The reactants are: C([O:3][C:4]([C:6]1[S:7][C:8]([C:22]([O:24]CC)=[O:23])=[CH:9][C:10]=1[NH:11][C:12]([NH:14][CH2:15][C:16]1[CH:21]=[CH:20][CH:19]=[CH:18][CH:17]=1)=[O:13])=O)C.[O-]CC.[Na+].[OH-].[Li+].